This data is from NCI-60 drug combinations with 297,098 pairs across 59 cell lines. The task is: Regression. Given two drug SMILES strings and cell line genomic features, predict the synergy score measuring deviation from expected non-interaction effect. (1) Drug 1: CCC1(CC2CC(C3=C(CCN(C2)C1)C4=CC=CC=C4N3)(C5=C(C=C6C(=C5)C78CCN9C7C(C=CC9)(C(C(C8N6C)(C(=O)OC)O)OC(=O)C)CC)OC)C(=O)OC)O. Drug 2: C1=CC(=C(C=C1I)F)NC2=C(C=CC(=C2F)F)C(=O)NOCC(CO)O. Cell line: OVCAR3. Synergy scores: CSS=40.7, Synergy_ZIP=-0.603, Synergy_Bliss=-1.29, Synergy_Loewe=-6.20, Synergy_HSA=1.47. (2) Drug 2: B(C(CC(C)C)NC(=O)C(CC1=CC=CC=C1)NC(=O)C2=NC=CN=C2)(O)O. Drug 1: CCCS(=O)(=O)NC1=C(C(=C(C=C1)F)C(=O)C2=CNC3=C2C=C(C=N3)C4=CC=C(C=C4)Cl)F. Synergy scores: CSS=29.0, Synergy_ZIP=0.168, Synergy_Bliss=-0.461, Synergy_Loewe=2.23, Synergy_HSA=2.31. Cell line: LOX IMVI. (3) Drug 1: C1CCC(C(C1)N)N.C(=O)(C(=O)[O-])[O-].[Pt+4]. Drug 2: C1C(C(OC1N2C=NC(=NC2=O)N)CO)O. Cell line: HOP-62. Synergy scores: CSS=12.6, Synergy_ZIP=-1.49, Synergy_Bliss=-0.0916, Synergy_Loewe=-3.48, Synergy_HSA=0.725. (4) Drug 1: CCCS(=O)(=O)NC1=C(C(=C(C=C1)F)C(=O)C2=CNC3=C2C=C(C=N3)C4=CC=C(C=C4)Cl)F. Drug 2: C1=CC=C(C=C1)NC(=O)CCCCCCC(=O)NO. Cell line: U251. Synergy scores: CSS=1.12, Synergy_ZIP=-6.21, Synergy_Bliss=-11.2, Synergy_Loewe=-20.4, Synergy_HSA=-11.3.